From a dataset of Reaction yield outcomes from USPTO patents with 853,638 reactions. Predict the reaction yield, written as a fraction of the theoretical maximum amount of product (1.0 means a 100% yield; for example, 0.34 means a 34% yield). (1) The reactants are [O:1]=[C:2]1[C:7]2[CH:8]=[CH:9][CH:10]=[CH:11][C:6]=2[S:5][C:4]([C:12]2[N:17]=[C:16]([CH2:18][CH2:19][CH2:20][CH2:21][CH2:22][CH2:23][C:24]([O:26]CC[Si](C)(C)C)=[O:25])[CH:15]=[CH:14][CH:13]=2)=[N:3]1.[F-].C([N+](CCCC)(CCCC)CCCC)CCC.O1CCCC1. The catalyst is CN(C)C=O. The product is [O:1]=[C:2]1[C:7]2[CH:8]=[CH:9][CH:10]=[CH:11][C:6]=2[S:5][C:4]([C:12]2[N:17]=[C:16]([CH2:18][CH2:19][CH2:20][CH2:21][CH2:22][CH2:23][C:24]([OH:26])=[O:25])[CH:15]=[CH:14][CH:13]=2)=[N:3]1. The yield is 0.610. (2) The product is [Cl:22][CH2:21][CH2:20][CH2:19][N:10]1[C:9]2[C:23]3[CH:28]=[CH:27][C:26]([O:29][CH3:30])=[CH:25][C:24]=3[C:5](=[O:6])[C:8]=2[C:17]2[C:12](=[CH:13][CH:14]=[CH:15][CH:16]=2)[C:11]1=[O:18]. The reactants are S(Cl)(Cl)=O.[C:5]([C@H:8]1[C:17]2[C:12](=[CH:13][CH:14]=[CH:15][CH:16]=2)[C:11](=[O:18])[N:10]([CH2:19][CH2:20][CH2:21][Cl:22])[C@H:9]1[C:23]1[CH:28]=[CH:27][C:26]([O:29][CH3:30])=[CH:25][CH:24]=1)(O)=[O:6].[Cl-].[Al+3].[Cl-].[Cl-]. The catalyst is C1C=CC=CC=1. The yield is 0.170.